The task is: Predict the reactants needed to synthesize the given product.. This data is from Full USPTO retrosynthesis dataset with 1.9M reactions from patents (1976-2016). (1) Given the product [CH3:1][C:2]1([CH3:15])[CH2:7][C@H:6]([OH:8])[C@@H:5]([C:9]2[N:13]([CH3:14])[N:12]=[CH:11][CH:10]=2)[CH2:4][CH2:3]1, predict the reactants needed to synthesize it. The reactants are: [CH3:1][C:2]1([CH3:15])[CH2:7][C:6](=[O:8])[C:5]([C:9]2[N:13]([CH3:14])[N:12]=[CH:11][CH:10]=2)=[CH:4][CH2:3]1.[BH4-].[Na+].[Cl-].[NH4+]. (2) Given the product [CH3:1][O:2][C:3]1[CH:4]=[C:5]2[C:17](=[CH:18][CH:19]=1)[NH:16][C:15]1[C:10]3([CH2:14][CH2:13][N:12]([CH2:41][CH2:40][O:39][C:38]4[CH:37]=[CH:36][C:35]([S:32]([CH3:31])(=[O:34])=[O:33])=[CH:44][CH:43]=4)[CH2:11]3)[NH:9][CH2:8][CH2:7][C:6]2=1, predict the reactants needed to synthesize it. The reactants are: [CH3:1][O:2][C:3]1[CH:4]=[C:5]2[C:17](=[CH:18][CH:19]=1)[NH:16][C:15]1[C:10]3([CH2:14][CH2:13][NH:12][CH2:11]3)[NH:9][CH2:8][CH2:7][C:6]2=1.C([O-])([O-])=O.[K+].[K+].S([O-])(=O)(=O)C.[CH3:31][S:32]([C:35]1[CH:44]=[CH:43][C:38]([O:39][CH2:40][CH2:41]O)=[CH:37][CH:36]=1)(=[O:34])=[O:33]. (3) Given the product [CH:8]([C@:11]1([C:17]([N:19]2[CH2:28][CH2:27][C:26]3[C:21](=[CH:22][C:23]([C:29]([F:32])([F:30])[F:31])=[CH:24][CH:25]=3)[CH2:20]2)=[O:18])[CH2:15][CH2:14][C@@H:13]([NH:16][CH:37]2[CH2:36][CH2:35][C:34]([C:41]3[S:45][C:44]([CH3:46])=[N:43][CH:42]=3)([OH:33])[CH2:39][CH2:38]2)[CH2:12]1)([CH3:10])[CH3:9], predict the reactants needed to synthesize it. The reactants are: OC(C(F)(F)F)=O.[CH:8]([C@:11]1([C:17]([N:19]2[CH2:28][CH2:27][C:26]3[C:21](=[CH:22][C:23]([C:29]([F:32])([F:31])[F:30])=[CH:24][CH:25]=3)[CH2:20]2)=[O:18])[CH2:15][CH2:14][C@@H:13]([NH2:16])[CH2:12]1)([CH3:10])[CH3:9].[OH:33][C:34]1([C:41]2[S:45][C:44]([CH3:46])=[N:43][CH:42]=2)[CH2:39][CH2:38][C:37](=O)[CH2:36][CH2:35]1.C(N(CC)CC)C.C(O[BH-](OC(=O)C)OC(=O)C)(=O)C.[Na+].